From a dataset of Full USPTO retrosynthesis dataset with 1.9M reactions from patents (1976-2016). Predict the reactants needed to synthesize the given product. (1) Given the product [NH2:33][C:23]1[N:22]=[C:21]([NH:19][C:4]2[CH:5]=[CH:6][C:7]([O:8][C:9]3[CH:17]=[CH:16][CH:15]=[C:14]4[C:10]=3[C:11]([CH3:18])=[N:12][NH:13]4)=[C:2]([F:1])[CH:3]=2)[CH:26]=[C:25]([C:27]2[CH:32]=[CH:31][N:30]=[CH:29][CH:28]=2)[N:24]=1, predict the reactants needed to synthesize it. The reactants are: [F:1][C:2]1[CH:3]=[C:4]([NH2:19])[CH:5]=[CH:6][C:7]=1[O:8][C:9]1[CH:17]=[CH:16][CH:15]=[C:14]2[C:10]=1[C:11]([CH3:18])=[N:12][NH:13]2.Cl[C:21]1[CH:26]=[C:25]([C:27]2[CH:32]=[CH:31][N:30]=[CH:29][CH:28]=2)[N:24]=[C:23]([NH2:33])[N:22]=1.Cl. (2) Given the product [F:37][CH:38]([F:51])[C:39]1[CH:44]=[CH:43][C:42]([CH:45]([F:47])[F:46])=[CH:41][C:40]=1[NH:48][C:49]([N:27]1[CH2:28][CH2:29][CH:24]([C:21]2[S:22][CH:23]=[C:19]([C:16]3[CH2:15][CH:14]([C:9]4[CH:10]=[CH:11][CH:12]=[CH:13][C:8]=4[NH:7][S:4]([CH3:3])(=[O:5])=[O:6])[O:18][N:17]=3)[N:20]=2)[CH2:25][CH2:26]1)=[O:50], predict the reactants needed to synthesize it. The reactants are: [Cl-].[Cl-].[CH3:3][S:4]([NH2+:7][C:8]1[CH:13]=[CH:12][CH:11]=[CH:10][C:9]=1[CH:14]1[O:18][N:17]=[C:16]([C:19]2[N:20]=[C:21]([CH:24]3[CH2:29][CH2:28][NH2+:27][CH2:26][CH2:25]3)[S:22][CH:23]=2)[CH2:15]1)(=[O:6])=[O:5].C(N(CC)CC)C.[F:37][CH:38]([F:51])[C:39]1[CH:44]=[CH:43][C:42]([CH:45]([F:47])[F:46])=[CH:41][C:40]=1[N:48]=[C:49]=[O:50].[Cl-].[NH4+].